From a dataset of Reaction yield outcomes from USPTO patents with 853,638 reactions. Predict the reaction yield, written as a fraction of the theoretical maximum amount of product (1.0 means a 100% yield; for example, 0.34 means a 34% yield). (1) The reactants are [Br:1][C:2]1[C:3](=[O:17])[NH:4][C:5](=[O:16])[N:6]([CH2:8][CH2:9][C:10]2[CH:15]=[CH:14][CH:13]=[CH:12][CH:11]=2)[N:7]=1.ICC[C:21]1[CH:26]=[CH:25][C:24]([O:27]C2C=CC=CC=2)=[CH:23][CH:22]=1.C(I)CC1C=CC=CC=1. No catalyst specified. The product is [Br:1][C:2]1[C:3](=[O:17])[NH:4][C:5](=[O:16])[N:6]([CH2:8][CH2:9][C:10]2[CH:15]=[CH:14][C:13]([O:27][C:24]3[CH:25]=[CH:26][CH:21]=[CH:22][CH:23]=3)=[CH:12][CH:11]=2)[N:7]=1. The yield is 0.240. (2) The reactants are Br[C:2]1[CH:3]=[C:4]([O:16][CH:17]([C:19]2[C:24]([Cl:25])=[CH:23][CH:22]=[C:21]([F:26])[C:20]=2[Cl:27])[CH3:18])[C:5]([NH:8][C:9]([O:11][C:12]([CH3:15])([CH3:14])[CH3:13])=[O:10])=[N:6][CH:7]=1.[C:28]([O:32][C:33]([NH:35][N:36]1[CH2:41][CH2:40][CH:39]([N:42]2[CH:46]=[C:45](OB(O)O)[CH:44]=[N:43]2)[CH2:38][CH2:37]1)=[O:34])([CH3:31])([CH3:30])[CH3:29].C([O-])([O-])=O.[Na+].[Na+]. The catalyst is CN(C=O)C.O. The product is [Cl:27][C:20]1[C:21]([F:26])=[CH:22][CH:23]=[C:24]([Cl:25])[C:19]=1[CH:17]([O:16][C:4]1[C:5]([NH:8][C:9]([O:11][C:12]([CH3:15])([CH3:14])[CH3:13])=[O:10])=[N:6][CH:7]=[C:2]([C:45]2[CH:44]=[N:43][N:42]([CH:39]3[CH2:38][CH2:37][N:36]([NH:35][C:33]([O:32][C:28]([CH3:31])([CH3:30])[CH3:29])=[O:34])[CH2:41][CH2:40]3)[CH:46]=2)[CH:3]=1)[CH3:18]. The yield is 0.901. (3) The reactants are Cl.[C:2]([C:4]1[CH:9]=[CH:8][C:7]([C:10]2[CH:11]=[C:12]3[N:25]([CH:26]4[CH2:31][CH2:30][N:29](C(OC(C)(C)C)=O)[CH2:28][CH2:27]4)[N:24]=[CH:23][C:13]3=[N:14][C:15]=2[C:16]2[CH:21]=[CH:20][C:19]([CH3:22])=[CH:18][CH:17]=2)=[CH:6][CH:5]=1)#[N:3]. No catalyst specified. The product is [CH3:22][C:19]1[CH:18]=[CH:17][C:16]([C:15]2[N:14]=[C:13]3[CH:23]=[N:24][N:25]([CH:26]4[CH2:31][CH2:30][NH:29][CH2:28][CH2:27]4)[C:12]3=[CH:11][C:10]=2[C:7]2[CH:6]=[CH:5][C:4]([C:2]#[N:3])=[CH:9][CH:8]=2)=[CH:21][CH:20]=1. The yield is 0.750. (4) The yield is 0.550. The product is [C:34]1([C:13]2[C:12]3[C:7]([C:50]4[CH:51]=[N:52][NH:53][CH:54]=4)=[N:8][CH:9]=[CH:10][C:11]=3[O:15][C:14]=2[C:16]2[CH:17]=[CH:18][C:19]([C:22]3([NH:26][C:27](=[O:28])[O:29][C:30]([CH3:33])([CH3:32])[CH3:31])[CH2:23][CH2:24][CH2:25]3)=[CH:20][CH:21]=2)[CH:39]=[CH:38][CH:37]=[CH:36][CH:35]=1. The reactants are FC(F)(F)S(O[C:7]1[C:12]2[C:13]([C:34]3[CH:39]=[CH:38][CH:37]=[CH:36][CH:35]=3)=[C:14]([C:16]3[CH:21]=[CH:20][C:19]([C:22]4([NH:26][C:27]([O:29][C:30]([CH3:33])([CH3:32])[CH3:31])=[O:28])[CH2:25][CH2:24][CH2:23]4)=[CH:18][CH:17]=3)[O:15][C:11]=2[CH:10]=[CH:9][N:8]=1)(=O)=O.CC1(C)C(C)(C)OB([C:50]2[CH:51]=[N:52][NH:53][CH:54]=2)O1.C(=O)([O-])[O-].[Na+].[Na+]. The catalyst is COCCOC. (5) The reactants are [CH2:1]([C:3]1[CH:21]=[CH:20][C:6]([O:7][C:8]2[CH:13]=[CH:12][C:11]([C:14]3[O:15][C:16](=[O:19])[CH2:17][N:18]=3)=[CH:10][CH:9]=2)=[CH:5][CH:4]=1)[CH3:2].[CH:22]([O:25][C:26]1[CH:33]=[CH:32][C:29]([CH:30]=O)=[CH:28][CH:27]=1)([CH3:24])[CH3:23].C(N(CC)CC)C.O. The catalyst is C1C=CC=CC=1. The product is [CH2:1]([C:3]1[CH:21]=[CH:20][C:6]([O:7][C:8]2[CH:9]=[CH:10][C:11]([C:14]3[O:15][C:16](=[O:19])/[C:17](=[CH:30]/[C:29]4[CH:32]=[CH:33][C:26]([O:25][CH:22]([CH3:24])[CH3:23])=[CH:27][CH:28]=4)/[N:18]=3)=[CH:12][CH:13]=2)=[CH:5][CH:4]=1)[CH3:2]. The yield is 0.990. (6) The catalyst is O.CN(C=O)C. The reactants are [CH3:1][S:2][C:3]1[CH:38]=[CH:37][CH:36]=[CH:35][C:4]=1[CH2:5][N:6]1[C:11]([CH3:12])=[CH:10][C:9]([O:13][CH2:14][C:15]2[CH:32]=[CH:31][CH:30]=[CH:29][C:16]=2[CH2:17][N:18]2[C:26](=[O:27])[C:25]3[C:20](=[CH:21][CH:22]=[CH:23][CH:24]=3)[C:19]2=[O:28])=[C:8](I)[C:7]1=[O:34].[Cl-].[Li+].Cl[CH2:42]Cl.C[Sn](C)(C)C.[OH-].[Na+]. The yield is 0.810. The product is [CH3:1][S:2][C:3]1[CH:38]=[CH:37][CH:36]=[CH:35][C:4]=1[CH2:5][N:6]1[C:11]([CH3:12])=[CH:10][C:9]([O:13][CH2:14][C:15]2[CH:32]=[CH:31][CH:30]=[CH:29][C:16]=2[CH2:17][N:18]2[C:26](=[O:27])[C:25]3[C:20](=[CH:21][CH:22]=[CH:23][CH:24]=3)[C:19]2=[O:28])=[C:8]([CH3:42])[C:7]1=[O:34]. (7) The yield is 0.950. The catalyst is CCOC(C)=O. The reactants are [OH:1][CH:2]([CH2:6][CH:7]([CH3:9])[CH3:8])[C:3]([OH:5])=[O:4].O1[B:15]([C@@H:16]([NH:21][C:22](=[O:35])[CH2:23][NH:24][C:25](=[O:34])[C:26]2[CH:31]=[C:30]([Cl:32])[CH:29]=[CH:28][C:27]=2[Cl:33])[CH2:17][CH:18]([CH3:20])[CH3:19])O[B:15]([C@@H:16]([NH:21][C:22](=[O:35])[CH2:23][NH:24][C:25](=[O:34])[C:26]2[CH:31]=[C:30]([Cl:32])[CH:29]=[CH:28][C:27]=2[Cl:33])[CH2:17][CH:18]([CH3:20])[CH3:19])O[B:15]1[C@@H:16]([NH:21][C:22](=[O:35])[CH2:23][NH:24][C:25](=[O:34])[C:26]1[CH:31]=[C:30]([Cl:32])[CH:29]=[CH:28][C:27]=1[Cl:33])[CH2:17][CH:18]([CH3:20])[CH3:19]. The product is [Cl:33][C:27]1[CH:28]=[CH:29][C:30]([Cl:32])=[CH:31][C:26]=1[C:25]([NH:24][CH2:23][C:22]([NH:21][C@H:16]([B:15]1[O:1][C@@H:2]([CH2:6][CH:7]([CH3:9])[CH3:8])[C:3](=[O:5])[O:4]1)[CH2:17][CH:18]([CH3:20])[CH3:19])=[O:35])=[O:34].